This data is from Forward reaction prediction with 1.9M reactions from USPTO patents (1976-2016). The task is: Predict the product of the given reaction. (1) The product is: [O:39]=[C:38]1[N:11]2[C:2]([C:3]3[CH:4]=[C:5]([C:30]4[CH:35]=[CH:34][CH:33]=[CH:32][CH:31]=4)[C:6]([C:12]4[CH:17]=[CH:16][C:15]([C:18]5([NH:22][C:23](=[O:29])[O:24][C:25]([CH3:28])([CH3:27])[CH3:26])[CH2:21][CH2:20][CH2:19]5)=[CH:14][CH:13]=4)=[N:7][C:8]=3[CH:9]=[CH:10]2)=[N:37][NH:36]1. Given the reactants Cl[C:2]1[N:11]=[CH:10][CH:9]=[C:8]2[C:3]=1[CH:4]=[C:5]([C:30]1[CH:35]=[CH:34][CH:33]=[CH:32][CH:31]=1)[C:6]([C:12]1[CH:17]=[CH:16][C:15]([C:18]3([NH:22][C:23](=[O:29])[O:24][C:25]([CH3:28])([CH3:27])[CH3:26])[CH2:21][CH2:20][CH2:19]3)=[CH:14][CH:13]=1)=[N:7]2.[NH:36]([C:38](OC)=[O:39])[NH2:37].Cl.[OH-].[K+], predict the reaction product. (2) Given the reactants [NH2:1][C:2]1[N:10]=[CH:9][N:8]=[C:7]2[C:3]=1[N:4]=[CH:5][N:6]2[C@H:11]1[C@@H:15]2[O:16][C:17]([CH3:20])([CH3:19])[O:18][C@@H:14]2[C@@H:13]([CH2:21]O)[O:12]1.[C:23]1(=[O:33])[NH:27][C:26](=[O:28])[C:25]2=[CH:29][CH:30]=[CH:31][CH:32]=[C:24]12.C1(P(C2C=CC=CC=2)C2C=CC=CC=2)C=CC=CC=1.CCOC(/N=N/C(OCC)=O)=O, predict the reaction product. The product is: [NH2:1][C:2]1[N:10]=[CH:9][N:8]=[C:7]2[C:3]=1[N:4]=[CH:5][N:6]2[C@H:11]1[C@@H:15]2[O:16][C:17]([CH3:19])([CH3:20])[O:18][C@@H:14]2[C@@H:13]([CH2:21][N:27]2[C:23](=[O:33])[C:24]3[C:25](=[CH:29][CH:30]=[CH:31][CH:32]=3)[C:26]2=[O:28])[O:12]1. (3) Given the reactants [OH:1][N:2]=[C:3]([NH2:10])[C:4]1[CH:9]=[CH:8][CH:7]=[N:6][CH:5]=1.[CH3:11][S:12]([C:15]1[CH:16]=[C:17]([CH:21]=[CH:22][CH:23]=1)[C:18](O)=O)(=[O:14])=[O:13].N, predict the reaction product. The product is: [CH3:11][S:12]([C:15]1[CH:16]=[C:17]([C:18]2[O:1][N:2]=[C:3]([C:4]3[CH:5]=[N:6][CH:7]=[CH:8][CH:9]=3)[N:10]=2)[CH:21]=[CH:22][CH:23]=1)(=[O:13])=[O:14]. (4) Given the reactants [CH:1]1([N:7]2[CH2:13][C:12]([CH2:15][CH3:16])([CH3:14])[C:11](=[O:17])[N:10]([CH3:18])[C:9]3[CH:19]=[N:20][C:21]([NH:23][C:24]4[CH:32]=[CH:31][C:27]([C:28]([OH:30])=O)=[CH:26][C:25]=4[O:33][CH3:34])=[N:22][C:8]2=3)[CH2:6][CH2:5][CH2:4][CH2:3][CH2:2]1.[CH3:35][N:36]1[CH2:39][CH:38]([NH2:40])[CH2:37]1, predict the reaction product. The product is: [CH:1]1([N:7]2[CH2:13][C:12]([CH2:15][CH3:16])([CH3:14])[C:11](=[O:17])[N:10]([CH3:18])[C:9]3[CH:19]=[N:20][C:21]([NH:23][C:24]4[CH:32]=[CH:31][C:27]([C:28]([NH:40][CH:38]5[CH2:39][N:36]([CH3:35])[CH2:37]5)=[O:30])=[CH:26][C:25]=4[O:33][CH3:34])=[N:22][C:8]2=3)[CH2:6][CH2:5][CH2:4][CH2:3][CH2:2]1. (5) The product is: [Cl:22][C:19]1[CH:20]=[CH:21][C:16]([C@@:12]23[O:15][C@@:8]([CH:6]([O:5][C:3](=[O:4])[C:2]([CH3:58])([CH3:57])[CH3:1])[CH3:7])([CH2:14][O:13]2)[C@@H:9]([OH:49])[C@H:10]([OH:41])[C@H:11]3[OH:33])=[CH:17][C:18]=1[CH2:23][C:24]1[CH:29]=[CH:28][C:27]([O:30][CH2:31][CH3:32])=[CH:26][CH:25]=1. Given the reactants [CH3:1][C:2]([CH3:58])([CH3:57])[C:3]([O:5][CH:6]([C@:8]12[O:15][C@:12]([C:16]3[CH:21]=[CH:20][C:19]([Cl:22])=[C:18]([CH2:23][C:24]4[CH:29]=[CH:28][C:27]([O:30][CH2:31][CH3:32])=[CH:26][CH:25]=4)[CH:17]=3)([O:13][CH2:14]1)[C@H:11]([O:33]CC1C=CC=CC=1)[C@@H:10]([O:41]CC1C=CC=CC=1)[C@@H:9]2[O:49]CC1C=CC=CC=1)[CH3:7])=[O:4].ClC1C=CC=CC=1Cl, predict the reaction product. (6) Given the reactants [O:1]1[CH2:5][CH2:4][O:3][CH:2]1[CH2:6][CH:7]=[CH:8][C:9]1[CH:18]=[C:17]2[C:12]([CH:13]=[CH:14][C:15]([CH2:19][N:20]3[CH2:25][CH2:24][CH:23]([NH:26][C:27](=[O:36])[C:28]4[CH:33]=[CH:32][CH:31]=[C:30]([O:34][CH3:35])[CH:29]=4)[CH2:22][CH2:21]3)=[CH:16]2)=[CH:11][CH:10]=1, predict the reaction product. The product is: [O:1]1[CH2:5][CH2:4][O:3][CH:2]1[CH2:6][CH2:7][CH2:8][C:9]1[CH:18]=[C:17]2[C:12]([CH:13]=[CH:14][C:15]([CH2:19][N:20]3[CH2:25][CH2:24][CH:23]([NH:26][C:27](=[O:36])[C:28]4[CH:33]=[CH:32][CH:31]=[C:30]([O:34][CH3:35])[CH:29]=4)[CH2:22][CH2:21]3)=[CH:16]2)=[CH:11][CH:10]=1. (7) Given the reactants [O:1]1[CH:5]=[CH:4][CH:3]=[C:2]1[C:6]1[NH:7][C:8](=[O:20])[C:9]2[C:13]=1[C:12](=[O:14])[NH:11][C:10]=2[C:15]1[O:16][CH:17]=[CH:18][CH:19]=1.Br[CH2:22][CH2:23][CH2:24][CH2:25][CH2:26][CH2:27][CH2:28][CH2:29][CH2:30][CH2:31][CH2:32][CH3:33], predict the reaction product. The product is: [CH2:22]([N:7]1[C:6]([C:2]2[O:1][CH:5]=[CH:4][CH:3]=2)=[C:13]2[C:9](=[C:10]([C:15]3[O:16][CH:17]=[CH:18][CH:19]=3)[N:11]([CH2:17][CH2:18][CH2:19][CH2:15][CH2:10][CH2:9][CH2:13][CH2:6][CH2:2][CH2:3][CH2:4][CH3:5])[C:12]2=[O:14])[C:8]1=[O:20])[CH2:23][CH2:24][CH2:25][CH2:26][CH2:27][CH2:28][CH2:29][CH2:30][CH2:31][CH2:32][CH3:33]. (8) Given the reactants Cl.[CH3:2][C:3]1([CH3:9])[CH2:7][NH:6][CH2:5][C@@H:4]1[OH:8].Cl[C:11]([O:13][CH2:14][C:15]1[CH:20]=[CH:19][CH:18]=[CH:17][CH:16]=1)=[O:12], predict the reaction product. The product is: [OH:8][C@H:4]1[CH2:5][N:6]([C:11]([O:13][CH2:14][C:15]2[CH:20]=[CH:19][CH:18]=[CH:17][CH:16]=2)=[O:12])[CH2:7][C:3]1([CH3:9])[CH3:2]. (9) Given the reactants [Br:1][C:2]1[C:3]([N:12]2[CH2:17][CH2:16][N:15]([CH2:18][C:19]3[N:23]([CH3:24])[CH:22]=[N:21][CH:20]=3)[CH2:14][CH2:13]2)=[C:4]([N+:9]([O-])=O)[C:5]([NH2:8])=[N:6][CH:7]=1.CCO.[CH:28](=O)[C:29]1[CH:34]=[CH:33][C:32]([O:35][CH3:36])=[CH:31][CH:30]=1.[O-]S(S([O-])=O)=O.[Na+].[Na+], predict the reaction product. The product is: [Br:1][C:2]1[C:3]([N:12]2[CH2:17][CH2:16][N:15]([CH2:18][C:19]3[N:23]([CH3:24])[CH:22]=[N:21][CH:20]=3)[CH2:14][CH2:13]2)=[C:4]2[N:9]=[C:28]([C:29]3[CH:34]=[CH:33][C:32]([O:35][CH3:36])=[CH:31][CH:30]=3)[NH:8][C:5]2=[N:6][CH:7]=1. (10) Given the reactants O[CH2:2][C:3]1[CH:12]=[C:11]2[C:6]([N:7]=[C:8]([NH:17][CH:18]([CH3:20])[CH3:19])[C:9]3[N:10]2[C:13](=[O:16])[NH:14][N:15]=3)=[CH:5][CH:4]=1.[H][H], predict the reaction product. The product is: [CH:18]([NH:17][C:8]1[C:9]2[N:10]([C:13](=[O:16])[NH:14][N:15]=2)[C:11]2[C:6]([N:7]=1)=[CH:5][CH:4]=[C:3]([CH3:2])[CH:12]=2)([CH3:20])[CH3:19].